This data is from Forward reaction prediction with 1.9M reactions from USPTO patents (1976-2016). The task is: Predict the product of the given reaction. (1) Given the reactants [Cl:1][C:2]1[CH:3]=[C:4]([C:9]2[O:13][C:12]([CH2:14][CH2:15][NH:16][C:17]([C:19]3[N:20]=[CH:21][NH:22][CH:23]=3)=[O:18])=[CH:11][CH:10]=2)[CH:5]=[CH:6][C:7]=1[Cl:8].Br[C:25]1[CH:30]=[CH:29][CH:28]=[CH:27][N:26]=1, predict the reaction product. The product is: [Cl:1][C:2]1[CH:3]=[C:4]([C:9]2[O:13][C:12]([CH2:14][CH2:15][NH:16][C:17]([C:19]3[N:20]=[CH:21][N:22]([C:25]4[CH:30]=[CH:29][CH:28]=[CH:27][N:26]=4)[CH:23]=3)=[O:18])=[CH:11][CH:10]=2)[CH:5]=[CH:6][C:7]=1[Cl:8]. (2) Given the reactants O.[OH-].[Li+].C[O:5][C:6](=[O:36])[CH2:7][C:8]1[C:17]([CH3:18])=[C:16]([C:19]2[CH:24]=[CH:23][C:22]([S:25]([C:28]3[CH:33]=[CH:32][CH:31]=[C:30]([Cl:34])[CH:29]=3)(=[O:27])=[O:26])=[CH:21][CH:20]=2)[C:15]2[C:10](=[CH:11][CH:12]=[C:13]([Cl:35])[CH:14]=2)[CH:9]=1, predict the reaction product. The product is: [Cl:35][C:13]1[CH:14]=[C:15]2[C:10](=[CH:11][CH:12]=1)[CH:9]=[C:8]([CH2:7][C:6]([OH:36])=[O:5])[C:17]([CH3:18])=[C:16]2[C:19]1[CH:20]=[CH:21][C:22]([S:25]([C:28]2[CH:33]=[CH:32][CH:31]=[C:30]([Cl:34])[CH:29]=2)(=[O:27])=[O:26])=[CH:23][CH:24]=1. (3) Given the reactants [O:1]1[CH2:5][CH2:4][O:3][CH:2]1[CH2:6][CH2:7][C:8]1[CH:15]=[CH:14][C:11]([C:12]#[N:13])=[CH:10][CH:9]=1.[OH:16]O.[OH-].[Na+].Cl, predict the reaction product. The product is: [O:1]1[CH2:5][CH2:4][O:3][CH:2]1[CH2:6][CH2:7][C:8]1[CH:15]=[CH:14][C:11]([C:12]([NH2:13])=[O:16])=[CH:10][CH:9]=1. (4) Given the reactants [Br:1][C:2]1[N:7]=[C:6]([NH2:8])[C:5]([O:9][CH2:10][CH2:11][CH2:12]Br)=[CH:4][CH:3]=1.[H-].[Na+].[NH4+].[Cl-].O, predict the reaction product. The product is: [Br:1][C:2]1[CH:3]=[CH:4][C:5]2[O:9][CH2:10][CH2:11][CH2:12][NH:8][C:6]=2[N:7]=1. (5) Given the reactants [F:1][C:2]([F:9])([C:5]([F:8])([F:7])[F:6])[CH2:3][OH:4].N12CCCN=C1CCCCC2.CS([C:24]1[N:25]([C:35]2[CH:40]=[CH:39][C:38]([O:41][CH2:42][C:43]([F:46])([F:45])[F:44])=[CH:37][CH:36]=2)[C:26](=[O:34])[C:27]2[CH2:32][C:31](=[O:33])[NH:30][C:28]=2[N:29]=1)=O, predict the reaction product. The product is: [F:1][C:2]([F:9])([C:5]([F:8])([F:7])[F:6])[CH2:3][O:4][C:24]1[N:25]([C:35]2[CH:36]=[CH:37][C:38]([O:41][CH2:42][C:43]([F:45])([F:44])[F:46])=[CH:39][CH:40]=2)[C:26](=[O:34])[C:27]2[CH2:32][C:31](=[O:33])[NH:30][C:28]=2[N:29]=1. (6) Given the reactants C(OC(=O)[NH:7][C@H:8]1[CH2:13][CH2:12][C@@H:11]([NH:14][C:15]2[N:20]=[C:19]([N:21]([CH3:23])[CH3:22])[C:18]([CH3:24])=[C:17]([CH3:25])[N:16]=2)[CH2:10][CH2:9]1)(C)(C)C.C(O)(C(F)(F)F)=O, predict the reaction product. The product is: [CH3:23][N:21]([CH3:22])[C:19]1[C:18]([CH3:24])=[C:17]([CH3:25])[N:16]=[C:15]([NH:14][C@@H:11]2[CH2:10][CH2:9][C@H:8]([NH2:7])[CH2:13][CH2:12]2)[N:20]=1. (7) Given the reactants [C:1]([C:3](=[N:15][O:16][CH2:17][CH2:18][CH3:19])[C:4]([N:10]1[CH:14]=[N:13][CH:12]=[N:11]1)=[N:5][O:6][CH2:7][CH2:8][CH3:9])#[N:2].C(=O)([O-])[O-:21].[K+].[K+].OO.S([O-])([O-])(=S)=S.[Na+].[Na+], predict the reaction product. The product is: [C:1]([C:3](=[N:15][O:16][CH2:17][CH2:18][CH3:19])[C:4]([N:10]1[CH:14]=[N:13][CH:12]=[N:11]1)=[N:5][O:6][CH2:7][CH2:8][CH3:9])(=[O:21])[NH2:2]. (8) Given the reactants [CH2:1]([O:3][CH:4]([C:11]1[CH:16]=[CH:15][C:14]([OH:17])=[CH:13][CH:12]=1)[CH2:5][C:6]([O:8][CH2:9][CH3:10])=[O:7])[CH3:2].[Cl:18][C:19]1[CH:20]=[C:21]([C@@H:25](O)[CH3:26])[CH:22]=[CH:23][CH:24]=1.C1(P(C2C=CC=CC=2)C2C=CC=CC=2)C=CC=CC=1.C1(C)C=CC=CC=1.N(C(OCC)=O)=NC(OCC)=O, predict the reaction product. The product is: [Cl:18][C:19]1[CH:20]=[C:21]([C@H:25]([O:17][C:14]2[CH:13]=[CH:12][C:11]([CH:4]([O:3][CH2:1][CH3:2])[CH2:5][C:6]([O:8][CH2:9][CH3:10])=[O:7])=[CH:16][CH:15]=2)[CH3:26])[CH:22]=[CH:23][CH:24]=1. (9) Given the reactants Cl[C:2]1[N:7]=[C:6]([C:8]2[CH:13]=[CH:12][C:11]([C:14]([F:17])([F:16])[F:15])=[C:10]([F:18])[CH:9]=2)[CH:5]=[C:4]([C:19]([F:22])([F:21])[F:20])[N:3]=1.[Br:23][C:24]1[N:25]=[CH:26][NH:27][CH:28]=1, predict the reaction product. The product is: [Br:23][C:24]1[N:25]=[CH:26][N:27]([C:2]2[N:7]=[C:6]([C:8]3[CH:13]=[CH:12][C:11]([C:14]([F:17])([F:16])[F:15])=[C:10]([F:18])[CH:9]=3)[CH:5]=[C:4]([C:19]([F:22])([F:21])[F:20])[N:3]=2)[CH:28]=1. (10) Given the reactants [CH2:1]([N:3]1[C:11]2[C:6](=[C:7]([N+:12]([O-])=O)[CH:8]=[CH:9][CH:10]=2)[C:5]([C:15]2[CH:20]=[CH:19][C:18]([CH3:21])=[CH:17][CH:16]=2)=[CH:4]1)[CH3:2], predict the reaction product. The product is: [CH2:1]([N:3]1[C:11]2[C:6](=[C:7]([NH2:12])[CH:8]=[CH:9][CH:10]=2)[C:5]([C:15]2[CH:16]=[CH:17][C:18]([CH3:21])=[CH:19][CH:20]=2)=[CH:4]1)[CH3:2].